Task: Regression. Given two drug SMILES strings and cell line genomic features, predict the synergy score measuring deviation from expected non-interaction effect.. Dataset: NCI-60 drug combinations with 297,098 pairs across 59 cell lines Drug 1: CCC1=CC2CC(C3=C(CN(C2)C1)C4=CC=CC=C4N3)(C5=C(C=C6C(=C5)C78CCN9C7C(C=CC9)(C(C(C8N6C)(C(=O)OC)O)OC(=O)C)CC)OC)C(=O)OC.C(C(C(=O)O)O)(C(=O)O)O. Drug 2: CCN(CC)CCCC(C)NC1=C2C=C(C=CC2=NC3=C1C=CC(=C3)Cl)OC. Cell line: CCRF-CEM. Synergy scores: CSS=60.2, Synergy_ZIP=-1.98, Synergy_Bliss=-3.47, Synergy_Loewe=-5.17, Synergy_HSA=-1.59.